Task: Regression. Given a peptide amino acid sequence and an MHC pseudo amino acid sequence, predict their binding affinity value. This is MHC class I binding data.. Dataset: Peptide-MHC class I binding affinity with 185,985 pairs from IEDB/IMGT (1) The peptide sequence is IPERLERWHSL. The MHC is Mamu-B03 with pseudo-sequence Mamu-B03. The binding affinity (normalized) is 0.0169. (2) The peptide sequence is KEHVIQNAF. The MHC is HLA-A68:01 with pseudo-sequence HLA-A68:01. The binding affinity (normalized) is 0.